The task is: Predict the reaction yield, written as a fraction of the theoretical maximum amount of product (1.0 means a 100% yield; for example, 0.34 means a 34% yield).. This data is from Reaction yield outcomes from USPTO patents with 853,638 reactions. (1) The yield is 0.560. The reactants are Br[C:2]1[CH:7]=[C:6]([O:8][CH3:9])[CH:5]=[C:4]([O:10][CH3:11])[CH:3]=1.[Li]CCCC.[CH3:17][C@@:18]12[C@H:27]3[CH2:28][C:29]([O:31][C@:26]3([CH3:32])[CH2:25][CH2:24][C@H:23]1[C:22]([CH3:34])([CH3:33])[CH2:21][CH2:20][CH2:19]2)=[O:30].[NH4+].[Cl-].Cl. The product is [OH:31][C@:26]1([CH3:32])[CH2:25][CH2:24][C@@H:23]2[C@:18]([CH3:17])([CH2:19][CH2:20][CH2:21][C:22]2([CH3:33])[CH3:34])[C@H:27]1[CH2:28][C:29]([C:2]1[CH:7]=[C:6]([O:8][CH3:9])[CH:5]=[C:4]([O:10][CH3:11])[CH:3]=1)=[O:30]. The catalyst is C1COCC1. (2) The reactants are [NH:1]1[C:9]2[C:4](=[CH:5][CH:6]=[CH:7][CH:8]=2)[CH2:3][C:2]1=[O:10].[N+:11]([O-])([OH:13])=[O:12]. The catalyst is S(=O)(=O)(O)O. The product is [N+:11]([C:6]1[CH:5]=[C:4]2[C:9](=[CH:8][CH:7]=1)[NH:1][C:2](=[O:10])[CH2:3]2)([O-:13])=[O:12]. The yield is 0.700. (3) The reactants are [C:1]([C:3]1[S:7][C:6]([CH:8]=O)=[CH:5][CH:4]=1)#[CH:2].[NH:10]1[CH2:15][CH2:14][O:13][CH2:12][CH2:11]1.CC(O)=O.[BH-](OC(C)=O)(OC(C)=O)OC(C)=O.[Na+]. The catalyst is ClCCCl.C(Cl)Cl. The product is [C:1]([C:3]1[S:7][C:6]([CH2:8][N:10]2[CH2:15][CH2:14][O:13][CH2:12][CH2:11]2)=[CH:5][CH:4]=1)#[CH:2]. The yield is 0.600. (4) The reactants are [F:1][C:2]1[CH:7]=[CH:6][C:5]([C:8]2[C:12]3[C:13](=[O:17])[NH:14][CH2:15][CH2:16][C:11]=3[NH:10][C:9]=2[CH:18]=O)=[CH:4][CH:3]=1.[Cl:20][C:21]1[CH:22]=[C:23]2[C:27](=[CH:28][CH:29]=1)[NH:26][C:25](=[O:30])[CH2:24]2. No catalyst specified. The product is [Cl:20][C:21]1[CH:22]=[C:23]2[C:27](=[CH:28][CH:29]=1)[NH:26][C:25](=[O:30])[C:24]2=[CH:18][C:9]1[NH:10][C:11]2[CH2:16][CH2:15][NH:14][C:13](=[O:17])[C:12]=2[C:8]=1[C:5]1[CH:4]=[CH:3][C:2]([F:1])=[CH:7][CH:6]=1. The yield is 0.342. (5) The reactants are [CH2:1]([O:8][C:9]1[CH:14]=[CH:13][N:12]([C:15]2[CH:23]=[C:22]3[C:18]([C:19]4[CH2:28][CH2:27][N:26]([C:29]([C@@H:31]5[CH2:35][CH2:34][CH2:33][N:32]5C(OC(C)(C)C)=O)=[O:30])[CH2:25][C:20]=4[N:21]3[CH3:24])=[CH:17][CH:16]=2)[C:11](=[O:43])[CH:10]=1)[C:2]1[CH:7]=[CH:6][CH:5]=[CH:4][CH:3]=1.[ClH:44]. The catalyst is CO.CCOCC. The product is [ClH:44].[CH2:1]([O:8][C:9]1[CH:14]=[CH:13][N:12]([C:15]2[CH:23]=[C:22]3[C:18]([C:19]4[CH2:28][CH2:27][N:26]([C:29]([C@@H:31]5[CH2:35][CH2:34][CH2:33][NH:32]5)=[O:30])[CH2:25][C:20]=4[N:21]3[CH3:24])=[CH:17][CH:16]=2)[C:11](=[O:43])[CH:10]=1)[C:2]1[CH:3]=[CH:4][CH:5]=[CH:6][CH:7]=1. The yield is 0.850. (6) The reactants are [OH:1][CH:2]1[CH2:7][CH2:6][CH:5]([N:8]2[C:13](=[O:14])[C:12]([CH2:15][C:16]3[CH:21]=[CH:20][C:19]([C:22]4[C:23]([C:28]#[N:29])=[CH:24][CH:25]=[CH:26][CH:27]=4)=[CH:18][CH:17]=3)=[C:11]([CH2:30][CH2:31][CH3:32])[N:10]3[N:33]=[C:34]([CH3:36])[N:35]=[C:9]23)[CH2:4][CH2:3]1.[N+](=[CH:39][C:40]([O:42][CH2:43][CH3:44])=[O:41])=[N-]. The catalyst is C([O-])(=O)C.[Rh+].C1(C)C=CC=CC=1. The product is [C:28]([C:23]1[CH:24]=[CH:25][CH:26]=[CH:27][C:22]=1[C:19]1[CH:20]=[CH:21][C:16]([CH2:15][C:12]2[C:13](=[O:14])[N:8]([CH:5]3[CH2:6][CH2:7][CH:2]([O:1][CH2:39][C:40]([O:42][CH2:43][CH3:44])=[O:41])[CH2:3][CH2:4]3)[C:9]3[N:10]([N:33]=[C:34]([CH3:36])[N:35]=3)[C:11]=2[CH2:30][CH2:31][CH3:32])=[CH:17][CH:18]=1)#[N:29]. The yield is 0.760. (7) The reactants are [CH3:1][C:2]1[CH:7]=[CH:6][C:5]([S:8](Cl)(=[O:10])=[O:9])=[CH:4][CH:3]=1.[CH2:12]([NH:19][C:20]([C:22]1[S:26][C:25]([NH2:27])=[N:24][C:23]=1[CH3:28])=[O:21])[C:13]1[CH:18]=[CH:17][CH:16]=[CH:15][CH:14]=1. No catalyst specified. The product is [CH2:12]([NH:19][C:20]([C:22]1[S:26][C:25]([NH:27][S:8]([C:5]2[CH:6]=[CH:7][C:2]([CH3:1])=[CH:3][CH:4]=2)(=[O:10])=[O:9])=[N:24][C:23]=1[CH3:28])=[O:21])[C:13]1[CH:18]=[CH:17][CH:16]=[CH:15][CH:14]=1. The yield is 0.430. (8) The reactants are [CH3:1][O:2][C:3]1[CH:10]=[CH:9][C:6]([C:7]#[N:8])=[CH:5][C:4]=1[N+:11]([O-])=O.[N-:14]=[N+:15]=[N-:16].[Na+].C(N(CC)CC)C.[H][H]. The catalyst is C1(C)C=CC=CC=1.CO.[Pd].O. The product is [CH3:1][O:2][C:3]1[CH:10]=[CH:9][C:6]([C:7]2[NH:16][N:15]=[N:14][N:8]=2)=[CH:5][C:4]=1[NH2:11]. The yield is 0.820.